This data is from Forward reaction prediction with 1.9M reactions from USPTO patents (1976-2016). The task is: Predict the product of the given reaction. (1) Given the reactants Cl[C:2]1[N:7]=[C:6]([NH:8][C:9]2[CH:10]=[C:11]3[C:15](=[CH:16][CH:17]=2)[NH:14][N:13]=[CH:12]3)[C:5]([CH3:18])=[CH:4][N:3]=1.[CH:19]1([NH:22][C:23](=[O:42])[CH2:24][O:25][C:26]2[CH:31]=[C:30](B3OC(C)(C)C(C)(C)O3)[CH:29]=[C:28]([F:41])[CH:27]=2)[CH2:21][CH2:20]1.[F-].[Cs+], predict the reaction product. The product is: [NH:14]1[C:15]2[C:11](=[CH:10][C:9]([NH:8][C:6]3[C:5]([CH3:18])=[CH:4][N:3]=[C:2]([C:30]4[CH:31]=[C:26]([CH:27]=[C:28]([F:41])[CH:29]=4)[O:25][CH2:24][C:23]([NH:22][CH:19]4[CH2:21][CH2:20]4)=[O:42])[N:7]=3)=[CH:17][CH:16]=2)[CH:12]=[N:13]1. (2) Given the reactants [O:1]([C:8]1[N:13]=[C:12]([C:14]#[N:15])[CH:11]=[CH:10][CH:9]=1)[C:2]1[CH:7]=[CH:6][CH:5]=[CH:4][CH:3]=1, predict the reaction product. The product is: [O:1]([C:8]1[N:13]=[C:12]([CH2:14][NH2:15])[CH:11]=[CH:10][CH:9]=1)[C:2]1[CH:3]=[CH:4][CH:5]=[CH:6][CH:7]=1. (3) Given the reactants [Br:1][C:2]1[CH:7]=[CH:6][C:5]([Br:8])=[CH:4][C:3]=1[S:9]([NH:12][C@H:13]1[CH2:17][N:16]([C:18](OC(C)(C)C)=O)[C@@H:15]([CH2:25][NH:26][C:27](=[O:32])[C:28]([CH3:31])([CH3:30])[CH3:29])[CH2:14]1)(=[O:11])=[O:10].Cl.CC[N:36](C(C)C)C(C)C.N#CBr.C(O)C(N)(CO)CO, predict the reaction product. The product is: [C:18]([N:16]1[CH2:17][C@H:13]([NH:12][S:9]([C:3]2[CH:4]=[C:5]([Br:8])[CH:6]=[CH:7][C:2]=2[Br:1])(=[O:11])=[O:10])[CH2:14][C@@H:15]1[CH2:25][NH:26][C:27](=[O:32])[C:28]([CH3:29])([CH3:31])[CH3:30])#[N:36]. (4) Given the reactants [Cl:1][C:2]1[CH:7]=[CH:6][CH:5]=[CH:4][C:3]=1[C:8]([C:10]1[C:11](Cl)=[N:12][C:13]([S:16][CH3:17])=[N:14][CH:15]=1)=O.[NH2:19][NH2:20], predict the reaction product. The product is: [Cl:1][C:2]1[CH:7]=[CH:6][CH:5]=[CH:4][C:3]=1[C:8]1[C:10]2[C:11](=[N:12][C:13]([S:16][CH3:17])=[N:14][CH:15]=2)[NH:20][N:19]=1. (5) Given the reactants [N:1]1([C:7](=[NH:9])[NH2:8])[CH2:6][CH2:5][CH2:4][CH2:3][CH2:2]1.C[O-].[Na+].[C:13]([CH:16]([CH:22]([CH2:28][CH2:29][CH3:30])[C:23]([O:25][CH2:26]C)=[O:24])[C:17](OCC)=[O:18])(=O)[CH3:14], predict the reaction product. The product is: [CH3:14][C:13]1[N:9]=[C:7]([N:1]2[CH2:6][CH2:5][CH2:4][CH2:3][CH2:2]2)[NH:8][C:17](=[O:18])[C:16]=1[CH:22]([CH2:28][CH2:29][CH3:30])[C:23]([O:25][CH3:26])=[O:24]. (6) Given the reactants [H-].[Al+3].[Li+].[H-].[H-].[H-].[C:7]([O:11][C:12](=[O:21])[NH:13][C@@H:14]([C:16](=O)[N:17]([CH3:19])[CH3:18])[CH3:15])([CH3:10])([CH3:9])[CH3:8], predict the reaction product. The product is: [C:7]([O:11][C:12](=[O:21])[NH:13][C@H:14]([CH3:15])[CH2:16][N:17]([CH3:18])[CH3:19])([CH3:10])([CH3:9])[CH3:8]. (7) Given the reactants [CH3:1][C:2]1[N:3]=[CH:4][C:5]([CH2:8][O:9][C:10]2[CH:11]=[C:12]3[C:16](=[CH:17][CH:18]=2)[N:15]([CH2:19][CH2:20][N:21]2[CH2:26][CH2:25]C[CH2:23][CH2:22]2)[C:14]([CH2:27][C:28]([CH2:34][CH3:35])([CH2:32][CH3:33])[C:29]([OH:31])=[O:30])=[C:13]3[S:36][C:37]([CH3:40])([CH3:39])[CH3:38])=[N:6][CH:7]=1.CC1C=CC(C[O:49]C2C=C3C(=CC=2)N(CCN2CCCCC2)C(CC(CC)(CC)C(O)=O)=C3SC(C)(C)C)=NC=1.N1C=CC=CC=1COC1C=C2C(=CC=1)N(CC1C=CC=CC=1)C(C(CC1C=CC=CC=1)C(O)=O)=C2SC(C)(C)C.CC1C=CC(COC2C=C3C(=CC=2)N(CC2C=CC=CC=2)C(C(N(CCC(O)=O)C(C)(C)C)=O)=C3SC(C)(C)C)=NC=1.CC1C=CC(COC2C=C3C(=CC=2)N(CC2C=CC(C(C)(C)C)=CC=2)C(CC(CC)(CC)C(O)=O)=C3SC(C)(C)C)=NC=1.CC1C=CC(COC2C=C3C(=CC=2)N(CC2C=CC=CC=2C(F)(F)F)C(CC(CC)(CC)C(O)=O)=C3SC(C)(C)C)=NC=1.CC1N=CC(COC2C=C3C(=CC=2)N(CC2C=CC(C4C=CC(C(F)(F)F)=CN=4)=CC=2)C(CC2(C(O)=O)CCNCC2)=C3SC(C)(C)C)=NC=1, predict the reaction product. The product is: [CH3:1][C:2]1[N:3]=[CH:4][C:5]([CH2:8][O:9][C:10]2[CH:11]=[C:12]3[C:16](=[CH:17][CH:18]=2)[N:15]([CH2:19][CH2:20][N:21]2[CH2:22][CH2:23][O:49][CH2:25][CH2:26]2)[C:14]([CH2:27][C:28]([CH2:34][CH3:35])([CH2:32][CH3:33])[C:29]([OH:31])=[O:30])=[C:13]3[S:36][C:37]([CH3:39])([CH3:40])[CH3:38])=[N:6][CH:7]=1. (8) Given the reactants [N:1]([CH2:4][C@H:5]1[CH2:14][CH2:13][C:12]2[C:7](=[C:8]([C:16]3[CH:21]=[CH:20][CH:19]=[CH:18][C:17]=3[O:22][CH3:23])[CH:9]=[C:10]([F:15])[CH:11]=2)[O:6]1)=[N+]=[N-].C1(P(C2C=CC=CC=2)C2C=CC=CC=2)C=CC=CC=1.CO, predict the reaction product. The product is: [F:15][C:10]1[CH:11]=[C:12]2[C:7](=[C:8]([C:16]3[CH:21]=[CH:20][CH:19]=[CH:18][C:17]=3[O:22][CH3:23])[CH:9]=1)[O:6][C@@H:5]([CH2:4][NH2:1])[CH2:14][CH2:13]2.